This data is from Full USPTO retrosynthesis dataset with 1.9M reactions from patents (1976-2016). The task is: Predict the reactants needed to synthesize the given product. (1) Given the product [C:2]12([NH:1][CH2:31][CH2:30][C:27]3[CH:28]=[CH:29][C:24]([C:20]4[N:19]=[C:18]([NH2:36])[CH:23]=[CH:22][CH:21]=4)=[CH:25][CH:26]=3)[CH2:3][CH:4]3[CH2:10][CH:8]([CH2:7][CH:6]([CH2:5]3)[CH2:11]1)[CH2:9]2, predict the reactants needed to synthesize it. The reactants are: [NH2:1][C:2]12[CH2:11][CH:6]3[CH2:7][CH:8]([CH2:10][CH:4]([CH2:5]3)[CH2:3]1)[CH2:9]2.CC1NC(C)=CC=1[C:18]1[CH:23]=[CH:22][CH:21]=[C:20]([C:24]2[CH:29]=[CH:28][C:27]([CH2:30][C:31](O)=O)=[CH:26][CH:25]=2)[N:19]=1.Cl.[NH2:36]O.CSC.B.[2H]C(Cl)(Cl)Cl.CO[2H]. (2) The reactants are: [Cl:1][C:2]1[CH:3]=[CH:4][C:5]([O:12][CH2:13][C:14]([N:16]2[C@H:21]([CH3:22])[CH2:20][O:19][C@@H:18]([CH2:23][O:24][C:25]3[CH:30]=[CH:29][C:28]([F:31])=[CH:27][CH:26]=3)[CH2:17]2)=[O:15])=[C:6]([NH:8][C:9]([NH2:11])=[O:10])[CH:7]=1.ClC1C=CC(OCC(N2[C@H](C)CO[C@H](COC3C=CC(F)=CC=3)C2)=O)=C(NC(N)=O)C=1. Given the product [Cl:1][C:2]1[CH:3]=[CH:4][C:5]([O:12][CH2:13][C:14]([N:16]2[CH:21]([CH3:22])[CH2:20][O:19][C@@H:18]([CH2:23][O:24][C:25]3[CH:26]=[CH:27][C:28]([F:31])=[CH:29][CH:30]=3)[CH2:17]2)=[O:15])=[C:6]([NH:8][C:9]([NH2:11])=[O:10])[CH:7]=1, predict the reactants needed to synthesize it. (3) Given the product [CH2:1]([N:3]1[C:12](=[O:13])[C:11]2[C:6](=[CH:7][CH:8]=[C:9]([N+:14]([O-:16])=[O:15])[CH:10]=2)[N:5]([CH2:21][CH2:22][CH2:23][O:24][CH3:25])[C:4]1=[O:17])[CH3:2], predict the reactants needed to synthesize it. The reactants are: [CH2:1]([N:3]1[C:12](=[O:13])[C:11]2[C:6](=[CH:7][CH:8]=[C:9]([N+:14]([O-:16])=[O:15])[CH:10]=2)[NH:5][C:4]1=[O:17])[CH3:2].[H-].[Na+].Br[CH2:21][CH2:22][CH2:23][O:24][CH3:25]. (4) Given the product [P:6]([O:8][CH:9]([O:11][C:12](=[O:40])[N:13]([C:37](=[O:39])[CH3:38])[CH2:14][C@@H:15]1[O:19][C:18](=[O:20])[N:17]([C:21]2[CH:26]=[CH:25][C:24]([N:27]3[CH2:34][C:33]4[C:29](=[N:30][N:31]([CH3:35])[CH:32]=4)[CH2:28]3)=[C:23]([F:36])[CH:22]=2)[CH2:16]1)[CH3:10])([OH:7])([OH:41])=[O:5], predict the reactants needed to synthesize it. The reactants are: C([O:5][P:6]([O:41]C(C)(C)C)([O:8][CH:9]([O:11][C:12](=[O:40])[N:13]([C:37](=[O:39])[CH3:38])[CH2:14][C@@H:15]1[O:19][C:18](=[O:20])[N:17]([C:21]2[CH:26]=[CH:25][C:24]([N:27]3[CH2:34][C:33]4[C:29](=[N:30][N:31]([CH3:35])[CH:32]=4)[CH2:28]3)=[C:23]([F:36])[CH:22]=2)[CH2:16]1)[CH3:10])=[O:7])(C)(C)C.C(O)(C(F)(F)F)=O. (5) Given the product [F:1][C:2]1[CH:3]=[CH:4][C:5]([CH:8]2[CH2:12][S:11](=[O:14])(=[O:13])[N:10]([C:16]3[C:25]([S:26]([CH3:29])(=[O:28])=[O:27])=[CH:24][C:19]([C:20]([O:22][CH3:23])=[O:21])=[C:18]([CH3:30])[CH:17]=3)[CH2:9]2)=[CH:6][CH:7]=1, predict the reactants needed to synthesize it. The reactants are: [F:1][C:2]1[CH:7]=[CH:6][C:5]([CH:8]2[CH2:12][S:11](=[O:14])(=[O:13])[NH:10][CH2:9]2)=[CH:4][CH:3]=1.F[C:16]1[C:25]([S:26]([CH3:29])(=[O:28])=[O:27])=[CH:24][C:19]([C:20]([O:22][CH3:23])=[O:21])=[C:18]([CH3:30])[CH:17]=1.C([O-])([O-])=O.[Cs+].[Cs+].O.